From a dataset of Reaction yield outcomes from USPTO patents with 853,638 reactions. Predict the reaction yield, written as a fraction of the theoretical maximum amount of product (1.0 means a 100% yield; for example, 0.34 means a 34% yield). (1) The reactants are [Cl:1][C:2]1[CH:3]=[C:4]([C:8]2[CH:13]=[C:12]([CH2:14][C:15]3[CH:20]=[CH:19][C:18]([CH2:21][C:22](O)=[O:23])=[CH:17][CH:16]=3)[CH:11]=[C:10]([C:25]([F:28])([F:27])[F:26])[N:9]=2)[CH:5]=[CH:6][CH:7]=1.C(Cl)(=O)C(Cl)=O.[NH3:35].CO. The product is [Cl:1][C:2]1[CH:3]=[C:4]([C:8]2[CH:13]=[C:12]([CH2:14][C:15]3[CH:20]=[CH:19][C:18]([CH2:21][C:22]([NH2:35])=[O:23])=[CH:17][CH:16]=3)[CH:11]=[C:10]([C:25]([F:27])([F:26])[F:28])[N:9]=2)[CH:5]=[CH:6][CH:7]=1. The catalyst is ClCCl.CN(C=O)C. The yield is 0.210. (2) The reactants are [CH2:1]([C:5]1[N:6]=[C:7]([CH3:27])[NH:8][C:9](=[O:26])[C:10]=1[CH2:11][C:12]1[CH:17]=[CH:16][C:15]([C:18]2[C:19]([C:24]#[N:25])=[CH:20][CH:21]=[CH:22][CH:23]=2)=[CH:14][CH:13]=1)[CH2:2][CH2:3][CH3:4].[H-].[Na+].CN(C)C=O.Br[CH2:36][C:37]1[CH:42]=[CH:41][C:40]([F:43])=[CH:39][CH:38]=1. The catalyst is C(OCC)(=O)C. The product is [CH2:1]([C:5]1[N:6]=[C:7]([CH3:27])[N:8]([CH2:36][C:37]2[CH:42]=[CH:41][C:40]([F:43])=[CH:39][CH:38]=2)[C:9](=[O:26])[C:10]=1[CH2:11][C:12]1[CH:17]=[CH:16][C:15]([C:18]2[C:19]([C:24]#[N:25])=[CH:20][CH:21]=[CH:22][CH:23]=2)=[CH:14][CH:13]=1)[CH2:2][CH2:3][CH3:4]. The yield is 0.580. (3) The reactants are C(Cl)(=O)C(Cl)=O.[Br:7][C:8]1[CH:9]=[C:10]([N:14]2[CH2:18][CH2:17][CH:16]([C:19]([OH:21])=O)[CH2:15]2)[CH:11]=[CH:12][CH:13]=1.[CH3:22][N:23](C)[CH:24]=O.N(C)C. The catalyst is ClCCCl.C1COCC1.C1(C)C=CC=CC=1. The product is [Br:7][C:8]1[CH:9]=[C:10]([N:14]2[CH2:18][CH2:17][CH:16]([C:19]([N:23]([CH3:24])[CH3:22])=[O:21])[CH2:15]2)[CH:11]=[CH:12][CH:13]=1. The yield is 0.480. (4) The reactants are Cl.[CH3:2][C:3]1[CH:4]=[C:5]([NH:10][NH2:11])[CH:6]=[CH:7][C:8]=1[CH3:9].[CH3:12][C:13]([CH3:20])([CH3:19])[C:14](=O)[CH2:15][C:16]#[N:17]. The catalyst is CCO. The product is [C:13]([C:14]1[CH:15]=[C:16]([NH2:17])[N:10]([C:5]2[CH:6]=[CH:7][C:8]([CH3:9])=[C:3]([CH3:2])[CH:4]=2)[N:11]=1)([CH3:20])([CH3:19])[CH3:12]. The yield is 0.900. (5) The reactants are C([O:8][C:9]1[C:14]2[CH:15]=[C:16]([C:18]3[N:19]=[C:20]4[N:24]([CH:25]=3)[N:23]=[C:22]([O:26][CH3:27])[S:21]4)[O:17][C:13]=2[CH:12]=[C:11]([Cl:28])[CH:10]=1)C1C=CC=CC=1.CC1C(C)=C(C)C(C)=C(C)C=1.B(Cl)(Cl)Cl.C([O-])(O)=O.[Na+]. The catalyst is C(Cl)Cl.CCOC(C)=O.O. The product is [Cl:28][C:11]1[CH:12]=[C:13]2[O:17][C:16]([C:18]3[N:19]=[C:20]4[N:24]([CH:25]=3)[N:23]=[C:22]([O:26][CH3:27])[S:21]4)=[CH:15][C:14]2=[C:9]([OH:8])[CH:10]=1. The yield is 0.664.